From a dataset of Catalyst prediction with 721,799 reactions and 888 catalyst types from USPTO. Predict which catalyst facilitates the given reaction. (1) Reactant: [C:1]([O:5][C:6]([N:8]1[CH2:13][CH2:12][CH:11]([CH2:14]/[CH:15]=[CH:16]/[C:17]2[CH:22]=[CH:21][C:20]([C:23]([F:26])([F:25])[F:24])=[CH:19][CH:18]=2)[CH2:10][CH2:9]1)=[O:7])([CH3:4])([CH3:3])[CH3:2]. Product: [C:1]([O:5][C:6]([N:8]1[CH2:13][CH2:12][CH:11]([CH2:14][CH2:15][CH2:16][C:17]2[CH:22]=[CH:21][C:20]([C:23]([F:26])([F:24])[F:25])=[CH:19][CH:18]=2)[CH2:10][CH2:9]1)=[O:7])([CH3:4])([CH3:2])[CH3:3]. The catalyst class is: 63. (2) Reactant: Cl[C:2]1[C:3]2[CH:10]=[CH:9][NH:8][C:4]=2[N:5]=[CH:6][N:7]=1.[Cl:11][C:12]1[CH:20]=[C:19]2[C:15]([CH2:16][CH2:17][N:18]2N)=[CH:14][CH:13]=1. Product: [Cl:11][C:12]1[CH:20]=[C:19]2[C:15]([CH2:16][CH2:17][N:18]2[C:2]2[C:3]3[CH:10]=[CH:9][NH:8][C:4]=3[N:5]=[CH:6][N:7]=2)=[CH:14][CH:13]=1. The catalyst class is: 17.